This data is from Catalyst prediction with 721,799 reactions and 888 catalyst types from USPTO. The task is: Predict which catalyst facilitates the given reaction. Reactant: [C:1]([C@@H:4]1[CH2:9][N:8]2[CH2:10][CH2:11][CH2:12][C@H:7]2[CH2:6][N:5]1[C:13]([O:15][C:16]([CH3:19])([CH3:18])[CH3:17])=[O:14])(=[S:3])[NH2:2].C(=O)([O-])O.[K+].Br[CH2:26][C:27](=O)[C:28]([O:30][CH2:31][CH3:32])=[O:29].FC(F)(F)C(OC(=O)C(F)(F)F)=O.CC1C=C(C)C=C(C)N=1. Product: [CH2:31]([O:30][C:28]([C:27]1[N:2]=[C:1]([C@@H:4]2[CH2:9][N:8]3[CH2:10][CH2:11][CH2:12][C@H:7]3[CH2:6][N:5]2[C:13]([O:15][C:16]([CH3:19])([CH3:18])[CH3:17])=[O:14])[S:3][CH:26]=1)=[O:29])[CH3:32]. The catalyst class is: 843.